From a dataset of Catalyst prediction with 721,799 reactions and 888 catalyst types from USPTO. Predict which catalyst facilitates the given reaction. (1) Reactant: Br[C:2]1[CH:3]=[C:4]2[C:8](=[CH:9][CH:10]=1)[N:7]([CH2:11][O:12][CH2:13][CH2:14][Si:15]([CH3:18])([CH3:17])[CH3:16])[N:6]=[C:5]2[NH:19][C:20]1[N:24]([CH:25]2[CH2:30][CH2:29][CH2:28][CH2:27][CH2:26]2)[C:23]2[CH:31]=[CH:32][C:33]([CH2:35][OH:36])=[CH:34][C:22]=2[N:21]=1.[CH3:37][O:38][C:39]1[CH:44]=[CH:43][N:42]=[CH:41][C:40]=1B(O)O.ClCCl.O1CCOCC1.C(=O)([O-])[O-].[Na+].[Na+]. Product: [CH:25]1([N:24]2[C:23]3[CH:31]=[CH:32][C:33]([CH2:35][OH:36])=[CH:34][C:22]=3[N:21]=[C:20]2[NH:19][C:5]2[C:4]3[C:8](=[CH:9][CH:10]=[C:2]([C:40]4[CH:41]=[N:42][CH:43]=[CH:44][C:39]=4[O:38][CH3:37])[CH:3]=3)[N:7]([CH2:11][O:12][CH2:13][CH2:14][Si:15]([CH3:17])([CH3:18])[CH3:16])[N:6]=2)[CH2:30][CH2:29][CH2:28][CH2:27][CH2:26]1. The catalyst class is: 6. (2) Reactant: [CH:1]([C@H:4]1[C:9](=[O:10])[NH:8][C:7]2[CH:11]=[C:12]([CH3:16])[CH:13]=[C:14]([CH3:15])[C:6]=2[O:5]1)([CH3:3])[CH3:2].C(=O)([O-])[O-].[K+].[K+].[C:23]([O:27][CH3:28])(=[O:26])[CH:24]=[CH2:25].C(O)(=O)CC(CC(O)=O)(C(O)=O)O. Product: [CH3:28][O:27][C:23](=[O:26])[CH2:24][CH2:25][N:8]1[C:7]2[CH:11]=[C:12]([CH3:16])[CH:13]=[C:14]([CH3:15])[C:6]=2[O:5][C@@H:4]([CH:1]([CH3:3])[CH3:2])[C:9]1=[O:10]. The catalyst class is: 9. (3) Reactant: [NH2:1][C:2]1[CH:7]=[CH:6][C:5]([N+:8]([O-:10])=[O:9])=[CH:4][C:3]=1[OH:11].C(=O)([O-])[O-].[K+].[K+].Br[C:19]([CH3:26])([CH3:25])[C:20](OCC)=[O:21].O. Product: [CH3:25][C:19]1([CH3:26])[C:20](=[O:21])[NH:1][C:2]2[CH:7]=[CH:6][C:5]([N+:8]([O-:10])=[O:9])=[CH:4][C:3]=2[O:11]1. The catalyst class is: 16.